This data is from Forward reaction prediction with 1.9M reactions from USPTO patents (1976-2016). The task is: Predict the product of the given reaction. Given the reactants [OH-].[Na+].C([O:5][C:6](=[O:24])[C:7]1[CH:12]=[CH:11][C:10]([O:13][CH2:14][C:15]2[C:20]([CH3:21])=[N:19][C:18]([CH3:22])=[C:17]([CH3:23])[N:16]=2)=[CH:9][CH:8]=1)C, predict the reaction product. The product is: [CH3:21][C:20]1[C:15]([CH2:14][O:13][C:10]2[CH:9]=[CH:8][C:7]([C:6]([OH:24])=[O:5])=[CH:12][CH:11]=2)=[N:16][C:17]([CH3:23])=[C:18]([CH3:22])[N:19]=1.